Task: Predict the reactants needed to synthesize the given product.. Dataset: Full USPTO retrosynthesis dataset with 1.9M reactions from patents (1976-2016) (1) The reactants are: [N:1]([CH:4]1[CH2:9][N:8]([C:10]([O:12][C:13]([CH3:16])([CH3:15])[CH3:14])=[O:11])[CH2:7][CH:6]([C:17]([O:19]C)=[O:18])[CH2:5]1)=[N+:2]=[N-:3].[OH-].[Na+]. Given the product [N:1]([CH:4]1[CH2:9][N:8]([C:10]([O:12][C:13]([CH3:14])([CH3:15])[CH3:16])=[O:11])[CH2:7][CH:6]([C:17]([OH:19])=[O:18])[CH2:5]1)=[N+:2]=[N-:3], predict the reactants needed to synthesize it. (2) Given the product [OH:29][C:27]1([CH3:28])[C:23]([OH:22])([CH3:39])[CH2:24][N:25]([C:30]2[CH:31]=[C:32]([CH:36]=[CH:37][CH:38]=2)[C:33]([N:1]2[CH2:6][CH2:5][CH:4]([C:7]3[CH:8]=[C:9]([CH:19]=[CH:20][CH:21]=3)[CH2:10][NH:11][C:12](=[O:18])[O:13][C:14]([CH3:17])([CH3:15])[CH3:16])[CH2:3][CH2:2]2)=[O:34])[CH2:26]1, predict the reactants needed to synthesize it. The reactants are: [NH:1]1[CH2:6][CH2:5][CH:4]([C:7]2[CH:8]=[C:9]([CH:19]=[CH:20][CH:21]=2)[CH2:10][NH:11][C:12](=[O:18])[O:13][C:14]([CH3:17])([CH3:16])[CH3:15])[CH2:3][CH2:2]1.[OH:22][C:23]1([CH3:39])[C:27]([OH:29])([CH3:28])[CH2:26][N:25]([C:30]2[CH:31]=[C:32]([CH:36]=[CH:37][CH:38]=2)[C:33](O)=[O:34])[CH2:24]1.C1C=CC2N(O)N=NC=2C=1.CCN(C(C)C)C(C)C. (3) Given the product [F:13][CH:2]([F:1])[C:3]1[CH:8]=[C:7]([F:9])[CH:6]=[CH:5][C:4]=1[NH2:10], predict the reactants needed to synthesize it. The reactants are: [F:1][CH:2]([F:13])[C:3]1[CH:8]=[C:7]([F:9])[CH:6]=[CH:5][C:4]=1[N+:10]([O-])=O.Cl. (4) Given the product [C:30]([C@@H:29]([O:34][CH3:35])[CH2:28][C:25]1[CH:26]=[CH:27][C:22]([O:21][CH2:20][CH2:19][CH2:18][O:17][C:14]2[CH:13]=[CH:12][C:11]([C:8]3[CH:9]=[CH:10][C:5]([C:3]([OH:4])=[O:2])=[CH:6][CH:7]=3)=[CH:16][CH:15]=2)=[C:23]([O:36][CH3:37])[CH:24]=1)([OH:32])=[O:31], predict the reactants needed to synthesize it. The reactants are: C[O:2][C:3]([C:5]1[CH:10]=[CH:9][C:8]([C:11]2[CH:16]=[CH:15][C:14]([O:17][CH2:18][CH2:19][CH2:20][O:21][C:22]3[CH:27]=[CH:26][C:25]([CH2:28][C@H:29]([O:34][CH3:35])[C:30]([O:32]C)=[O:31])=[CH:24][C:23]=3[O:36][CH3:37])=[CH:13][CH:12]=2)=[CH:7][CH:6]=1)=[O:4].[OH-].[Na+].